Dataset: Full USPTO retrosynthesis dataset with 1.9M reactions from patents (1976-2016). Task: Predict the reactants needed to synthesize the given product. (1) The reactants are: [C:1]([C:3]1[CH:8]=[CH:7][C:6]([C:9]2[O:10][C@H:11]([CH3:18])[C@H:12]([C:14]([O:16]C)=[O:15])[N:13]=2)=[C:5]([OH:19])[CH:4]=1)#[CH:2].[OH-].[Na+]. Given the product [C:1]([C:3]1[CH:8]=[CH:7][C:6]([C:9]2[O:10][C@@H:11]([CH3:18])[C@H:12]([C:14]([O-:16])=[O:15])[N:13]=2)=[C:5]([OH:19])[CH:4]=1)#[CH:2].[CH2:9]([NH3+:13])[CH3:6], predict the reactants needed to synthesize it. (2) The reactants are: [NH2:1][C:2]1[CH:11]=[C:10]2[C:5]([CH:6]=[CH:7][CH:8]=[N:9]2)=[CH:4][CH:3]=1.[CH3:12][C:13]1[N:21]=[C:20]([C:22]2[CH:27]=[CH:26][CH:25]=[C:24]([F:28])[C:23]=2[F:29])[CH:19]=[CH:18][C:14]=1[C:15](O)=[O:16]. Given the product [F:29][C:23]1[C:24]([F:28])=[CH:25][CH:26]=[CH:27][C:22]=1[C:20]1[CH:19]=[CH:18][C:14]([C:15]([NH:1][C:2]2[CH:11]=[C:10]3[C:5]([CH:6]=[CH:7][CH:8]=[N:9]3)=[CH:4][CH:3]=2)=[O:16])=[C:13]([CH3:12])[N:21]=1, predict the reactants needed to synthesize it. (3) The reactants are: [C:1]1([CH3:20])[CH:6]=[CH:5][C:4]([S:7][C:8]2[CH:13]=[CH:12][CH:11]=[C:10]([C:14]([OH:16])=[O:15])[C:9]=2[C:17]([OH:19])=O)=[CH:3][CH:2]=1.ClS(O)(=O)=O. Given the product [CH3:20][C:1]1[CH:2]=[C:3]2[C:4]([S:7][C:8]3[CH:13]=[CH:12][CH:11]=[C:10]([C:14]([OH:16])=[O:15])[C:9]=3[C:17]2=[O:19])=[CH:5][CH:6]=1, predict the reactants needed to synthesize it. (4) Given the product [CH3:8][S:9]([C:12]1[CH:13]=[CH:14][C:15]([O:16][C:17]2[N:22]=[CH:21][N:20]=[C:19]3[N:23]([CH:26]4[CH2:27][CH2:28][N:29]([C:39]([C:35]5[S:34][CH:38]=[CH:37][CH:36]=5)=[O:40])[CH2:30][CH2:31]4)[N:24]=[CH:25][C:18]=23)=[CH:32][CH:33]=1)(=[O:11])=[O:10], predict the reactants needed to synthesize it. The reactants are: FC(F)(F)C(O)=O.[CH3:8][S:9]([C:12]1[CH:33]=[CH:32][C:15]([O:16][C:17]2[N:22]=[CH:21][N:20]=[C:19]3[N:23]([CH:26]4[CH2:31][CH2:30][NH:29][CH2:28][CH2:27]4)[N:24]=[CH:25][C:18]=23)=[CH:14][CH:13]=1)(=[O:11])=[O:10].[S:34]1[CH:38]=[CH:37][CH:36]=[C:35]1[C:39](Cl)=[O:40].C(N(C(C)C)CC)(C)C. (5) Given the product [Cl:1][C:2]1[CH:3]=[C:4]([C:9]2[N:10]([C:18]3[CH:19]=[CH:20][C:21]([S:24]([NH:27][C:28](=[O:30])[CH3:29])(=[O:26])=[O:25])=[CH:22][CH:23]=3)[CH:11]=[C:12]([C:14]([F:16])([F:15])[F:17])[N:13]=2)[CH:5]=[C:6]([CH3:8])[CH:7]=1, predict the reactants needed to synthesize it. The reactants are: [Cl:1][C:2]1[CH:3]=[C:4]([C:9]2[N:10]([C:18]3[CH:23]=[CH:22][C:21]([S:24]([NH2:27])(=[O:26])=[O:25])=[CH:20][CH:19]=3)[CH:11]=[C:12]([C:14]([F:17])([F:16])[F:15])[N:13]=2)[CH:5]=[C:6]([CH3:8])[CH:7]=1.[C:28](Cl)(=[O:30])[CH3:29].